From a dataset of Experimentally validated miRNA-target interactions with 360,000+ pairs, plus equal number of negative samples. Binary Classification. Given a miRNA mature sequence and a target amino acid sequence, predict their likelihood of interaction. (1) The miRNA is mmu-miR-672-5p with sequence UGAGGUUGGUGUACUGUGUGUGA. The protein sequence of the target gene is MALLMRLLTLALALSVGPAGTLAGPAKSPYQLVLQHSRLRGRQHGPNVCAVQKVIGTNKKYFTNCKQWYQRKICGKSTVISYECCPGYEKVPGEKGCPAALPLSNLYETMGVVGSTTTQLYTDRTEKLRPEMEGPGSFTIFAPSNEAWSSLPAEVLDSLVSNVNIELLNALRYHMVDRRVLTDELKHGMTLTSMYQNSNIQIHHYPNGIVTVNCARLLKADHHATNGVVHLIDKVISTITNNIQQIIEIEDTFETLRAAVAASGLNTVLEGDGQFTLLAPTNEAFEKIPAETLNRILGDP.... Result: 0 (no interaction). (2) The miRNA is hsa-miR-4316 with sequence GGUGAGGCUAGCUGGUG. The protein sequence of the target gene is MGSENSALKSYTLREPPFTLPSGLAVYPAVLQDGKFASVFVYKRENEDKVNKAAKHLKTLRHPCLLRFLSCTVEADGIHLVTERVQPLEVALETLSSAEVCAGIYDILLALIFLHDRGHLTHNNVCLSSVFVSEDGHWKLGGMETVCKVSQATPEFLRSIQSIRDPASIPPEEMSPEFTTLPECHGHARDAFSFGTLVESLLTILNEQVSADVLSSFQQTLHSTLLNPIPKCRPALCTLLSHDFFRNDFLEVVNFLKSLTLKSEEEKTEFFKFLLDRVSCLSEELIASRLVPLLLNQLVF.... Result: 1 (interaction).